The task is: Predict the reactants needed to synthesize the given product.. This data is from Full USPTO retrosynthesis dataset with 1.9M reactions from patents (1976-2016). (1) Given the product [CH3:62][O:18][C:12]1[CH:13]=[C:14]([O:21][CH3:20])[C:15]2[C:16]([C:7]([C:6]3[CH:5]=[CH:4][C:3]4[O:19][CH2:38][O:39][C:2]=4[CH:1]=3)=[CH:8][O:9][C:10]=2[CH:11]=1)=[O:17], predict the reactants needed to synthesize it. The reactants are: [CH:1]1[C:6]([C:7]2[C:16](=[O:17])[C:15]3[CH:14]=[CH:13][C:12]([OH:18])=[CH:11][C:10]=3[O:9][CH:8]=2)=[CH:5][CH:4]=[C:3]([OH:19])[CH:2]=1.[CH3:20][O:21]C1C=CC(C(=O)C=CC2C=CC=CC=2)=CC=1.[CH3:38][O:39]C1C=CC(/C=C/C(NC2C=CC=CC=2C(O)=O)=O)=CC=1OC.[CH3:62]C(OC1C=C2OC=C(C3C=CC(OC)=CC=3)C(=O)C2=C(OC(C)=O)C=1)=O.COC1C=CC(/C=C/C2C=C(O)C=C(O)C=2)=CC=1.COC1C=CC2C3COC4C=C(OC)C=CC=4C=3OC=2C=1.CC1C=C(O)C2C(C3C(O)=CC=CC=3C(=O)C=2C=1)=O.CC1C2C(C=C(C3C=CC=CC=3)OC=2C=C(OC)C=1)=O. (2) Given the product [Cl:22][C:23]1[CH:24]=[C:25]([SH:32])[C:26](=[CH:30][CH:31]=1)[C:27]([OH:29])=[O:28].[CH2:1]([O:3][C:4](=[O:15])[C:5]1[CH:6]=[C:7]([N+:12]([O-:14])=[O:13])[C:8]([S:32][C:25]2[CH:24]=[C:23]([Cl:22])[CH:31]=[CH:30][C:26]=2[C:27]([OH:29])=[O:28])=[CH:9][CH:10]=1)[CH3:2], predict the reactants needed to synthesize it. The reactants are: [CH2:1]([O:3][C:4](=[O:15])[C:5]1[CH:10]=[CH:9][C:8](F)=[C:7]([N+:12]([O-:14])=[O:13])[CH:6]=1)[CH3:2].C([O-])([O-])=O.[Cs+].[Cs+].[Cl:22][C:23]1[CH:24]=[C:25]([SH:32])[C:26](=[CH:30][CH:31]=1)[C:27]([OH:29])=[O:28].Cl. (3) Given the product [CH:10]1([O:14][C:15]2[CH:16]=[C:17]([N:23]3[CH2:28][CH2:27][N:26]([C:7](=[O:9])[CH2:6][C:5]4[O:1][CH:2]=[N:3][CH:4]=4)[C@@H:25]([CH2:29][CH:30]([CH3:32])[CH3:31])[CH2:24]3)[CH:18]=[CH:19][C:20]=2[O:21][CH3:22])[CH2:11][CH2:12][CH2:13]1, predict the reactants needed to synthesize it. The reactants are: [O:1]1[C:5]([CH2:6][C:7]([OH:9])=O)=[CH:4][N:3]=[CH:2]1.[CH:10]1([O:14][C:15]2[CH:16]=[C:17]([N:23]3[CH2:28][CH2:27][NH:26][C@@H:25]([CH2:29][CH:30]([CH3:32])[CH3:31])[CH2:24]3)[CH:18]=[CH:19][C:20]=2[O:21][CH3:22])[CH2:13][CH2:12][CH2:11]1. (4) Given the product [CH3:45][C:46]1[N:51]=[C:50]([N:52]2[CH2:57][CH2:56][N:55]([C:1]([O:2][C:3]3([C:28]4[CH:33]=[CH:32][CH:31]=[CH:30][C:29]=4[O:34][CH2:35][CH3:36])[C:11]4[C:6](=[CH:7][CH:8]=[C:9]([C:12]#[N:13])[CH:10]=4)[N:5]([S:14]([C:17]4[CH:22]=[CH:21][C:20]([O:23][CH3:24])=[CH:19][C:18]=4[O:25][CH3:26])(=[O:16])=[O:15])[C:4]3=[O:27])=[O:37])[CH2:54][CH2:53]2)[CH:49]=[CH:48][CH:47]=1, predict the reactants needed to synthesize it. The reactants are: [C:1](=O)([O:37]C1C=CC=CC=1)[O:2][C:3]1([C:28]2[CH:33]=[CH:32][CH:31]=[CH:30][C:29]=2[O:34][CH2:35][CH3:36])[C:11]2[C:6](=[CH:7][CH:8]=[C:9]([C:12]#[N:13])[CH:10]=2)[N:5]([S:14]([C:17]2[CH:22]=[CH:21][C:20]([O:23][CH3:24])=[CH:19][C:18]=2[O:25][CH3:26])(=[O:16])=[O:15])[C:4]1=[O:27].[CH3:45][C:46]1[N:51]=[C:50]([N:52]2[CH2:57][CH2:56][NH:55][CH2:54][CH2:53]2)[CH:49]=[CH:48][CH:47]=1. (5) Given the product [F:1][C:2]1[CH:15]=[CH:14][C:5]([O:6][C:7]2[CH:13]=[CH:12][C:10]([NH:11][C:37]([C@@H:25]3[CH2:26][C@@H:27]([CH2:29][C:30]4[CH:31]=[CH:32][C:33]([F:36])=[CH:34][CH:35]=4)[CH2:28][NH:24]3)=[O:38])=[CH:9][CH:8]=2)=[CH:4][C:3]=1[CH3:16], predict the reactants needed to synthesize it. The reactants are: [F:1][C:2]1[CH:15]=[CH:14][C:5]([O:6][C:7]2[CH:13]=[CH:12][C:10]([NH2:11])=[CH:9][CH:8]=2)=[CH:4][C:3]=1[CH3:16].C(OC([N:24]1[CH2:28][C@H:27]([CH2:29][C:30]2[CH:35]=[CH:34][C:33]([F:36])=[CH:32][CH:31]=2)[CH2:26][C@H:25]1[C:37](O)=[O:38])=O)(C)(C)C. (6) The reactants are: [CH3:1][C:2]1[CH:7]=[CH:6][C:5]([C:8]2[CH:13]=[CH:12][CH:11]=[CH:10][C:9]=2[C:14]#[N:15])=[CH:4][CH:3]=1.[Br:16]([O-])(=O)=O.[Na+].BrBr. Given the product [Br:16][CH2:1][C:2]1[CH:3]=[CH:4][C:5]([C:8]2[CH:13]=[CH:12][CH:11]=[CH:10][C:9]=2[C:14]#[N:15])=[CH:6][CH:7]=1, predict the reactants needed to synthesize it. (7) Given the product [CH3:29][S:30][CH2:31][CH2:32][O:33][C:34]1[CH:39]=[N:38][C:37]([NH:40][CH2:1][C:3]2[CH:8]=[C:7]([C:9]([F:12])([F:11])[F:10])[CH:6]=[CH:5][C:4]=2[N:13]([CH2:16][C@H:17]2[CH2:18][CH2:19][C@H:20]([CH2:23][C:24]([O:26][CH2:27][CH3:28])=[O:25])[CH2:21][CH2:22]2)[CH2:14][CH3:15])=[N:36][CH:35]=1, predict the reactants needed to synthesize it. The reactants are: [CH:1]([C:3]1[CH:8]=[C:7]([C:9]([F:12])([F:11])[F:10])[CH:6]=[CH:5][C:4]=1[N:13]([CH2:16][C@H:17]1[CH2:22][CH2:21][C@H:20]([CH2:23][C:24]([O:26][CH2:27][CH3:28])=[O:25])[CH2:19][CH2:18]1)[CH2:14][CH3:15])=O.[CH3:29][S:30][CH2:31][CH2:32][O:33][C:34]1[CH:35]=[N:36][C:37]([NH2:40])=[N:38][CH:39]=1. (8) The reactants are: ClC1N=C(C2SC(C(C)C)=NC=2C2C=C(C=CC=2)N)C=CN=1.C(OC(=O)[NH:28][C:29]1[CH:34]=[CH:33][CH:32]=[C:31]([C:35]2[N:36]=[C:37]([N:47]3[CH2:52][CH2:51][O:50][CH2:49][CH2:48]3)[S:38][C:39]=2[C:40]2[CH:45]=[CH:44][N:43]=[C:42]([Cl:46])[N:41]=2)[C:30]=1[Cl:53])C=C. Given the product [Cl:53][C:30]1[C:31]([C:35]2[N:36]=[C:37]([N:47]3[CH2:52][CH2:51][O:50][CH2:49][CH2:48]3)[S:38][C:39]=2[C:40]2[CH:45]=[CH:44][N:43]=[C:42]([Cl:46])[N:41]=2)=[CH:32][CH:33]=[CH:34][C:29]=1[NH2:28], predict the reactants needed to synthesize it. (9) Given the product [CH:17]([CH:5]1[C:4]2[CH:12]=[CH:13][CH:1]=[C:2]([C:14]([OH:16])=[O:15])[C:3]=2[C:7]2[C:6]1=[CH:11][CH:10]=[CH:9][CH:8]=2)=[O:18], predict the reactants needed to synthesize it. The reactants are: [CH:1]1[C:13]2[CH2:12][C:11]3[C:6](=[CH:7][CH:8]=[CH:9][CH:10]=3)[C:5]=2[CH:4]=[CH:3][C:2]=1[C:14]([OH:16])=[O:15].[C:17](O)(C(F)(F)F)=[O:18]. (10) Given the product [CH3:1][O:2][N:3]=[C:4]([CH2:10][S:11][CH3:12])[C:5]([OH:7])=[O:6], predict the reactants needed to synthesize it. The reactants are: [CH3:1][O:2][N:3]=[C:4]([CH2:10][S:11][CH3:12])[C:5]([O:7]CC)=[O:6].[OH-].[Na+].Cl.